Dataset: Forward reaction prediction with 1.9M reactions from USPTO patents (1976-2016). Task: Predict the product of the given reaction. (1) Given the reactants [C:1]([O:5][C:6]([N:8]1[C:16]2[C:11](=[C:12]([CH2:19][CH2:20][C:21]([OH:24])([CH3:23])[CH3:22])[CH:13]=[C:14]([CH:17]=O)[CH:15]=2)[CH:10]=[CH:9]1)=[O:7])([CH3:4])([CH3:3])[CH3:2].[CH3:25][NH:26][CH:27]([CH3:32])[C:28]([CH3:31])([CH3:30])[CH3:29].C(O)(=O)C.[BH4-].[Na+], predict the reaction product. The product is: [C:1]([O:5][C:6]([N:8]1[C:16]2[C:11](=[C:12]([CH2:19][CH2:20][C:21]([OH:24])([CH3:23])[CH3:22])[CH:13]=[C:14]([CH2:17][N:26]([CH3:25])[CH:27]([CH3:32])[C:28]([CH3:31])([CH3:30])[CH3:29])[CH:15]=2)[CH:10]=[CH:9]1)=[O:7])([CH3:2])([CH3:4])[CH3:3]. (2) Given the reactants [CH3:1][O:2][C:3](=[O:26])[C@@H:4]([NH:11][C:12]([C:14]1([CH2:19][C:20]2[CH:25]=[CH:24][CH:23]=[CH:22][CH:21]=2)[CH2:18][CH2:17][CH2:16][NH:15]1)=[O:13])[C@H:5]([O:7][C:8](=[O:10])[CH3:9])[CH3:6].[C:27]([O-:30])([O-])=[O:28].[Na+].[Na+].[OH2:33], predict the reaction product. The product is: [C:8]([O:7][C@H:5]([CH3:6])[C@H:4]([NH:11][C:12]([C:14]1([CH2:19][C:20]2[CH:21]=[CH:22][CH:23]=[CH:24][CH:25]=2)[CH2:18][CH2:17][CH2:16][N:15]1[C:12]([C@@H:14]1[CH2:18][CH2:17][CH2:16][N:15]1[C:27]([O:30][CH2:19][C:20]1[CH:25]=[CH:24][CH:23]=[CH:22][CH:21]=1)=[O:28])=[O:33])=[O:13])[C:3]([O:2][CH3:1])=[O:26])(=[O:10])[CH3:9]. (3) Given the reactants CC(C)([O-])C.[K+].[Cl-].[NH2:8][C:9]([NH2:11])=[NH2+:10].[CH:12]([N:15]1[C:23](=[O:24])[C:22]2[C:17](=[CH:18][CH:19]=[CH:20][CH:21]=2)[CH:16]1[CH2:25][C:26](OCC)=[O:27])([CH3:14])[CH3:13], predict the reaction product. The product is: [CH:12]([N:15]1[C:23](=[O:24])[C:22]2[C:17](=[CH:18][CH:19]=[CH:20][CH:21]=2)[CH:16]1[CH2:25][C:26]([NH:10][C:9]([NH2:11])=[NH:8])=[O:27])([CH3:14])[CH3:13]. (4) Given the reactants C([O:5][C:6](=[O:34])[C:7]1[CH:12]=[CH:11][CH:10]=[C:9]([C:13]2[CH2:17][O:16][C:15](=[O:18])[C:14]=2[C:19]2[CH:24]=[C:23]([Cl:25])[CH:22]=[CH:21][C:20]=2[O:26][CH2:27][C:28]2[CH:33]=[CH:32][CH:31]=[CH:30][CH:29]=2)[CH:8]=1)(C)(C)C.FC(F)(F)C(O)=O, predict the reaction product. The product is: [CH2:27]([O:26][C:20]1[CH:21]=[CH:22][C:23]([Cl:25])=[CH:24][C:19]=1[C:14]1[C:15](=[O:18])[O:16][CH2:17][C:13]=1[C:9]1[CH:8]=[C:7]([CH:12]=[CH:11][CH:10]=1)[C:6]([OH:34])=[O:5])[C:28]1[CH:33]=[CH:32][CH:31]=[CH:30][CH:29]=1. (5) The product is: [CH3:1][N:2]1[C:7](=[O:8])[CH:6]=[C:5]([C:9]2[CH:14]=[CH:13][N:12]=[CH:11][N:10]=2)[N:4]=[C:3]1[O:15][CH:16]1[CH2:17][CH2:18][N:19]([CH2:22][CH2:23][CH:24]2[CH2:25][CH2:26][NH:27][CH2:28][CH2:29]2)[CH2:20][CH2:21]1. Given the reactants [CH3:1][N:2]1[C:7](=[O:8])[CH:6]=[C:5]([C:9]2[CH:14]=[CH:13][N:12]=[CH:11][N:10]=2)[N:4]=[C:3]1[O:15][CH:16]1[CH2:21][CH2:20][N:19]([CH2:22][CH2:23][CH:24]2[CH2:29][CH2:28][N:27](C(OC(C)(C)C)=O)[CH2:26][CH2:25]2)[CH2:18][CH2:17]1.Cl, predict the reaction product. (6) Given the reactants [OH:1][C:2]1[CH:3]=[CH:4][C:5]([CH3:8])=[N:6][CH:7]=1.[OH-].[Na+].[CH2:11](Br)[C:12]1[CH:17]=[CH:16][CH:15]=[CH:14][CH:13]=1, predict the reaction product. The product is: [CH2:11]([O:1][C:2]1[CH:3]=[CH:4][C:5]([CH3:8])=[N:6][CH:7]=1)[C:12]1[CH:17]=[CH:16][CH:15]=[CH:14][CH:13]=1. (7) Given the reactants [Cl:1][C:2]1[CH:10]=[CH:9][C:5]([CH2:6][C:7]#[N:8])=[CH:4][CH:3]=1.[Cl:11][C:12]1[C:13]([F:20])=[C:14]([CH:17]=[CH:18][CH:19]=1)[CH:15]=O.C[O-].[Na+], predict the reaction product. The product is: [Cl:11][C:12]1[C:13]([F:20])=[C:14](/[CH:15]=[C:6](/[C:5]2[CH:9]=[CH:10][C:2]([Cl:1])=[CH:3][CH:4]=2)\[C:7]#[N:8])[CH:17]=[CH:18][CH:19]=1. (8) Given the reactants [OH:1][CH:2]1[CH:7]([C:8]2[CH:13]=[CH:12][C:11]([OH:14])=[CH:10][CH:9]=2)[CH2:6][CH2:5][N:4]([C:15]([O:17][CH2:18][C:19]2[CH:24]=[CH:23][CH:22]=[CH:21][CH:20]=2)=[O:16])[CH2:3]1.C1(C)C(S(O[CH:35]2[CH2:38][N:37]([C:39]([O:41][C:42]([CH3:45])([CH3:44])[CH3:43])=[O:40])[CH2:36]2)(=O)=O)=CC=CC=1, predict the reaction product. The product is: [C:42]([O:41][C:39]([N:37]1[CH2:38][CH:35]([O:14][C:11]2[CH:10]=[CH:9][C:8]([CH:7]3[CH2:6][CH2:5][N:4]([C:15]([O:17][CH2:18][C:19]4[CH:20]=[CH:21][CH:22]=[CH:23][CH:24]=4)=[O:16])[CH2:3][CH:2]3[OH:1])=[CH:13][CH:12]=2)[CH2:36]1)=[O:40])([CH3:45])([CH3:43])[CH3:44]. (9) Given the reactants Br[CH2:2][C:3]([C:5]1[CH:10]=[CH:9][C:8]([N+:11]([O-:13])=[O:12])=[CH:7][CH:6]=1)=[O:4].O.C([O:18][CH2:19]C)(=O)C.C[N:22](C)[CH:23]=[O:24], predict the reaction product. The product is: [CH:23]([N:22]([CH2:2][C:3]([C:5]1[CH:10]=[CH:9][C:8]([N+:11]([O-:13])=[O:12])=[CH:7][CH:6]=1)=[O:4])[CH:19]=[O:18])=[O:24]. (10) Given the reactants Br[C:2]1[CH:10]=[CH:9][CH:8]=[C:7]2[C:3]=1[CH:4]=[C:5]([C:25]([O:27][CH2:28][CH3:29])=[O:26])[N:6]2[CH2:11][CH2:12][CH2:13][O:14][C:15]1[C:24]2[C:19](=[CH:20][CH:21]=[CH:22][CH:23]=2)[CH:18]=[CH:17][CH:16]=1.[C:30]1(=[O:36])[CH2:35][CH2:34][CH2:33][CH2:32][CH2:31]1.C1(P(C2C=CC=CC=2)C2C3OC4C(=CC=CC=4P(C4C=CC=CC=4)C4C=CC=CC=4)C(C)(C)C=3C=CC=2)C=CC=CC=1.C([O-])([O-])=O.[Cs+].[Cs+], predict the reaction product. The product is: [C:15]1([O:14][CH2:13][CH2:12][CH2:11][N:6]2[C:7]3[C:3](=[C:2]([CH:31]4[CH2:32][CH2:33][CH2:34][CH2:35][C:30]4=[O:36])[CH:10]=[CH:9][CH:8]=3)[CH:4]=[C:5]2[C:25]([O:27][CH2:28][CH3:29])=[O:26])[C:24]2[C:19](=[CH:20][CH:21]=[CH:22][CH:23]=2)[CH:18]=[CH:17][CH:16]=1.